This data is from Forward reaction prediction with 1.9M reactions from USPTO patents (1976-2016). The task is: Predict the product of the given reaction. (1) Given the reactants Cl.O1CCOCC1.C(OC([N:15]1[CH2:20][CH2:19][C:18]([C:22]2[O:23][C:24]([CH:27]([CH3:29])[CH3:28])=[N:25][N:26]=2)([CH3:21])[CH2:17][CH2:16]1)=O)(C)(C)C, predict the reaction product. The product is: [CH:27]([C:24]1[O:23][C:22]([C:18]2([CH3:21])[CH2:19][CH2:20][NH:15][CH2:16][CH2:17]2)=[N:26][N:25]=1)([CH3:29])[CH3:28]. (2) Given the reactants [S:1]1[CH:5]=[C:4]([CH2:6][OH:7])[N:3]=[CH:2]1.[CH3:8][CH:9]([Si:11](Cl)([CH:15]([CH3:17])[CH3:16])[CH:12]([CH3:14])[CH3:13])[CH3:10].N1C=CN=C1, predict the reaction product. The product is: [CH:9]([Si:11]([CH:15]([CH3:17])[CH3:16])([CH:12]([CH3:14])[CH3:13])[O:7][CH2:6][C:4]1[N:3]=[CH:2][S:1][CH:5]=1)([CH3:10])[CH3:8]. (3) Given the reactants [F:1][C:2]1[CH:10]=[C:9]([O:11][CH3:12])[CH:8]=[CH:7][C:3]=1[C:4]([OH:6])=[O:5].S(Cl)(Cl)=O.[CH3:17]O, predict the reaction product. The product is: [CH3:17][O:5][C:4](=[O:6])[C:3]1[CH:7]=[CH:8][C:9]([O:11][CH3:12])=[CH:10][C:2]=1[F:1]. (4) Given the reactants [CH3:1][C:2]1[N:3]=[CH:4][S:5][C:6]=1[C:7]([Cl:9])=[O:8].[NH2:10][C:11]1[C:20]2[C:15](=[CH:16][C:17]([O:23][CH3:24])=[C:18]([O:21][CH3:22])[CH:19]=2)[N:14]=[C:13]([N:25]2[CH2:30][CH2:29][NH:28][CH2:27][CH2:26]2)[N:12]=1, predict the reaction product. The product is: [ClH:9].[NH2:10][C:11]1[C:20]2[C:15](=[CH:16][C:17]([O:23][CH3:24])=[C:18]([O:21][CH3:22])[CH:19]=2)[N:14]=[C:13]([N:25]2[CH2:30][CH2:29][N:28]([C:7]([C:6]3[S:5][CH:4]=[N:3][C:2]=3[CH3:1])=[O:8])[CH2:27][CH2:26]2)[N:12]=1. (5) The product is: [NH2:27][CH2:26][C:25]1[CH:35]=[CH:36][C:22]([CH2:21][NH:20][C:12]2[C:13]3[C:18]([CH3:19])=[N:17][CH:16]=[N:15][C:14]=3[N:9]([O:8][CH2:1][C:2]3[CH:7]=[CH:6][CH:5]=[CH:4][CH:3]=3)[C:10](=[O:37])[CH:11]=2)=[CH:23][CH:24]=1. Given the reactants [CH2:1]([O:8][N:9]1[C:14]2[N:15]=[CH:16][N:17]=[C:18]([CH3:19])[C:13]=2[C:12]([NH:20][CH2:21][C:22]2[CH:36]=[CH:35][C:25]([CH2:26][NH:27]C(=O)OC(C)(C)C)=[CH:24][CH:23]=2)=[CH:11][C:10]1=[O:37])[C:2]1[CH:7]=[CH:6][CH:5]=[CH:4][CH:3]=1.[OH-].[Na+].C(Cl)(Cl)Cl, predict the reaction product. (6) Given the reactants Cl.[N+:2]([C:5]1[CH:10]=[C:9]([N+:11]([O-:13])=[O:12])[CH:8]=[CH:7][C:6]=1[CH2:14][C:15]([OH:17])=[O:16])([O-:4])=[O:3].[CH3:18]O, predict the reaction product. The product is: [CH3:18][O:16][C:15](=[O:17])[CH2:14][C:6]1[CH:7]=[CH:8][C:9]([N+:11]([O-:13])=[O:12])=[CH:10][C:5]=1[N+:2]([O-:4])=[O:3]. (7) Given the reactants CN[C:3]([NH:8][CH3:9])(N)[CH2:4][CH2:5][NH2:6].Cl[C:11]1[CH:24]=[C:23]2[C:14]([C:15](=[O:27])[N:16]([CH2:25][CH3:26])[C:17]3[CH:18]=[CH:19][CH:20]=[CH:21][C:22]=32)=[CH:13][CH:12]=1.[CH:28]1(P(C2CCCCC2)C2C=C(C3C=CC=CC=3N(C)C)C=CC=2)CCCCC1.P([O-])([O-])([O-])=O.[K+].[K+].[K+], predict the reaction product. The product is: [CH3:28][N:8]([CH3:9])[CH2:3][CH2:4][CH2:5][NH:6][C:11]1[CH:24]=[C:23]2[C:14]([C:15](=[O:27])[N:16]([CH2:25][CH3:26])[C:17]3[CH:18]=[CH:19][CH:20]=[CH:21][C:22]=32)=[CH:13][CH:12]=1. (8) Given the reactants N[C@H:2]([C:6]([OH:8])=[O:7])[C@@H:3]([CH3:5])[OH:4].[C:9](=O)([O-])[O-].[Na+].[Na+].O.[C:16]1([C:22]2[N:27]=[C:26]([C:28](Cl)=[O:29])[CH:25]=[CH:24][CH:23]=2)[CH:21]=[CH:20][CH:19]=[CH:18][CH:17]=1, predict the reaction product. The product is: [OH:4][C@H:3]([CH3:5])[C@H:2]([CH2:9][C:28](=[O:29])[C:26]1[CH:25]=[CH:24][CH:23]=[C:22]([C:16]2[CH:21]=[CH:20][CH:19]=[CH:18][CH:17]=2)[N:27]=1)[C:6]([OH:8])=[O:7]. (9) Given the reactants [O:1]1[C:5]2([CH2:10][CH2:9][N:8]([C:11]3[CH:16]=[CH:15][C:14]([N:17]4[CH2:21][C@H:20]([CH2:22][NH:23][C:24](=O)[CH3:25])[O:19][C:18]4=[O:27])=[CH:13][C:12]=3[F:28])[CH2:7][CH2:6]2)[O:4][CH2:3][CH2:2]1.COC1C=CC(P2(SP(C3C=CC(OC)=CC=3)(=S)S2)=[S:38])=CC=1, predict the reaction product. The product is: [O:1]1[C:5]2([CH2:10][CH2:9][N:8]([C:11]3[CH:16]=[CH:15][C:14]([N:17]4[CH2:21][C@H:20]([CH2:22][NH:23][C:24](=[S:38])[CH3:25])[O:19][C:18]4=[O:27])=[CH:13][C:12]=3[F:28])[CH2:7][CH2:6]2)[O:4][CH2:3][CH2:2]1. (10) Given the reactants CS(C)=O.C(Cl)(=O)C(Cl)=O.[C:11]1([S:17]([C:20]([CH3:32])([CH3:31])[CH2:21][CH2:22][CH2:23][N:24]2[CH2:29][CH2:28][CH2:27][CH:26]([OH:30])[CH2:25]2)(=[O:19])=[O:18])[CH:16]=[CH:15][CH:14]=[CH:13][CH:12]=1.C(N(CC)CC)C, predict the reaction product. The product is: [C:11]1([S:17]([C:20]([CH3:32])([CH3:31])[CH2:21][CH2:22][CH2:23][N:24]2[CH2:29][CH2:28][CH2:27][C:26](=[O:30])[CH2:25]2)(=[O:18])=[O:19])[CH:12]=[CH:13][CH:14]=[CH:15][CH:16]=1.